Task: Predict the reactants needed to synthesize the given product.. Dataset: Full USPTO retrosynthesis dataset with 1.9M reactions from patents (1976-2016) (1) The reactants are: [O:1]1[CH2:5][CH2:4][CH:3]([CH2:6][OH:7])[CH2:2]1.[C:8]1([CH3:18])[CH:13]=[CH:12][C:11]([S:14](Cl)(=[O:16])=[O:15])=[CH:10][CH:9]=1.O. Given the product [O:1]1[CH2:5][CH2:4][CH:3]([CH2:6][O:7][S:14]([C:11]2[CH:12]=[CH:13][C:8]([CH3:18])=[CH:9][CH:10]=2)(=[O:16])=[O:15])[CH2:2]1, predict the reactants needed to synthesize it. (2) Given the product [CH3:1][C:2]1([CH3:14])[S:6][C:5]2[CH:7]=[C:8]([CH:11]([NH:15][CH2:16][C:17]3[CH:22]=[CH:21][CH:20]=[CH:19][N:18]=3)[CH3:12])[CH:9]=[CH:10][C:4]=2[O:3]1, predict the reactants needed to synthesize it. The reactants are: [CH3:1][C:2]1([CH3:14])[S:6][C:5]2[CH:7]=[C:8]([C:11](=O)[CH3:12])[CH:9]=[CH:10][C:4]=2[O:3]1.[NH2:15][CH2:16][C:17]1[CH:22]=[CH:21][CH:20]=[CH:19][N:18]=1.O.C1(C)C=CC(S(O)(=O)=O)=CC=1. (3) Given the product [F:1][C:2]([F:39])([F:40])[C:3]1[CH:4]=[C:5]([CH2:13][CH2:14][NH:16][CH2:17][C:18]2[CH:23]=[C:22]([C:24]([F:25])([F:26])[F:27])[CH:21]=[CH:20][C:19]=2[C:28]2[CH:33]=[C:32]([CH:34]([CH3:36])[CH3:35])[CH:31]=[CH:30][C:29]=2[O:37][CH3:38])[CH:6]=[C:7]([C:9]([F:12])([F:10])[F:11])[CH:8]=1, predict the reactants needed to synthesize it. The reactants are: [F:1][C:2]([F:40])([F:39])[C:3]1[CH:4]=[C:5]([CH2:13][C:14]([NH:16][CH2:17][C:18]2[CH:23]=[C:22]([C:24]([F:27])([F:26])[F:25])[CH:21]=[CH:20][C:19]=2[C:28]2[CH:33]=[C:32]([CH:34]([CH3:36])[CH3:35])[CH:31]=[CH:30][C:29]=2[O:37][CH3:38])=O)[CH:6]=[C:7]([C:9]([F:12])([F:11])[F:10])[CH:8]=1.Cl.[OH-].[Na+]. (4) The reactants are: [O:1]=[S:2]1(=[O:37])[C:8]2[CH:9]=[CH:10][CH:11]=[CH:12][C:7]=2[CH2:6][N:5]([C:13]2[CH:22]=[C:21]([NH:23][C:24]3([CH2:28][NH:29]C(=O)C(F)(F)F)[CH2:27][O:26][CH2:25]3)[C:20]3[C:15](=[CH:16][CH:17]=[C:18]([CH3:36])[CH:19]=3)[N:14]=2)[CH2:4][CH2:3]1.C(=O)([O-])[O-].[K+].[K+]. Given the product [NH2:29][CH2:28][C:24]1([NH:23][C:21]2[C:20]3[C:15](=[CH:16][CH:17]=[C:18]([CH3:36])[CH:19]=3)[N:14]=[C:13]([N:5]3[CH2:6][C:7]4[CH:12]=[CH:11][CH:10]=[CH:9][C:8]=4[S:2](=[O:37])(=[O:1])[CH2:3][CH2:4]3)[CH:22]=2)[CH2:25][O:26][CH2:27]1, predict the reactants needed to synthesize it. (5) Given the product [C:1]([O:6][CH2:12][CH2:11][O:10][CH2:7][CH:8]=[CH2:9])(=[O:5])[C:2]([CH3:4])=[CH2:3], predict the reactants needed to synthesize it. The reactants are: [C:1]([OH:6])(=[O:5])[C:2]([CH3:4])=[CH2:3].[CH2:7]([O:10][CH2:11][CH2:12]O)[CH:8]=[CH2:9].C1(C)C=CC=CC=1.